This data is from Forward reaction prediction with 1.9M reactions from USPTO patents (1976-2016). The task is: Predict the product of the given reaction. Given the reactants [CH3:1][N:2]1[C:7](=[O:8])[C:6]([NH:9][C:10]2[CH:15]=[CH:14][C:13]([N:16]3[CH2:21][CH2:20][N:19]([CH:22]4[CH2:25][O:24][CH2:23]4)[CH2:18][C@@H:17]3[CH3:26])=[CH:12][N:11]=2)=[CH:5][C:4]([C:27]2[C:32]([CH:33]=[O:34])=[C:31]([N:35]3[C:47](=[O:48])[C:39]4[CH:40]=[C:41]5[N:46]([C:38]=4[CH:37]=[N:36]3)[CH2:45][CH2:44][CH2:43][CH2:42]5)[N:30]=[CH:29][CH:28]=2)=[CH:3]1.[BH4-].[Na+], predict the reaction product. The product is: [OH:34][CH2:33][C:32]1[C:31]([N:35]2[C:47](=[O:48])[C:39]3[CH:40]=[C:41]4[N:46]([C:38]=3[CH:37]=[N:36]2)[CH2:45][CH2:44][CH2:43][CH2:42]4)=[N:30][CH:29]=[CH:28][C:27]=1[C:4]1[CH:5]=[C:6]([NH:9][C:10]2[CH:15]=[CH:14][C:13]([N:16]3[CH2:21][CH2:20][N:19]([CH:22]4[CH2:23][O:24][CH2:25]4)[CH2:18][C@@H:17]3[CH3:26])=[CH:12][N:11]=2)[C:7](=[O:8])[N:2]([CH3:1])[CH:3]=1.